Dataset: Forward reaction prediction with 1.9M reactions from USPTO patents (1976-2016). Task: Predict the product of the given reaction. (1) Given the reactants Cl[C:2]1[N:7]=[CH:6][N:5]=[C:4]([NH:8][C:9]2[CH:14]=[CH:13][CH:12]=[C:11]([CH2:15][S:16]([CH3:19])(=[O:18])=[O:17])[CH:10]=2)[N:3]=1.[Cl:20][C:21]1[CH:37]=[CH:36][CH:35]=[CH:34][C:22]=1[CH2:23][O:24][C:25]1[CH:30]=[CH:29][CH:28]=[CH:27][C:26]=1B(O)O, predict the reaction product. The product is: [Cl:20][C:21]1[CH:37]=[CH:36][CH:35]=[CH:34][C:22]=1[CH2:23][O:24][C:25]1[CH:30]=[CH:29][CH:28]=[CH:27][C:26]=1[C:2]1[N:7]=[CH:6][N:5]=[C:4]([NH:8][C:9]2[CH:14]=[CH:13][CH:12]=[C:11]([CH2:15][S:16]([CH3:19])(=[O:18])=[O:17])[CH:10]=2)[N:3]=1. (2) Given the reactants [NH2:1][C:2]1[CH:3]=[C:4]([CH:8]=[CH:9][C:10]=1[NH2:11])[C:5]([OH:7])=[O:6].C(O[C:15](=N)[CH2:16][C:17]([O:19][CH2:20][CH3:21])=[O:18])C.C(O)(=O)C, predict the reaction product. The product is: [CH2:20]([O:19][C:17]([CH2:16][C:15]1[NH:11][C:10]2[CH:9]=[CH:8][C:4]([C:5]([OH:7])=[O:6])=[CH:3][C:2]=2[N:1]=1)=[O:18])[CH3:21]. (3) Given the reactants Cl[C:2]1[C:7]([CH:8]=[O:9])=[CH:6][N:5]=[C:4]2[N:10]([CH2:13][O:14][CH2:15][CH2:16][Si:17]([CH3:20])([CH3:19])[CH3:18])[CH:11]=[CH:12][C:3]=12.[CH3:21][O-:22].[Na+], predict the reaction product. The product is: [CH3:21][O:22][C:2]1[C:7]([CH:8]=[O:9])=[CH:6][N:5]=[C:4]2[N:10]([CH2:13][O:14][CH2:15][CH2:16][Si:17]([CH3:20])([CH3:19])[CH3:18])[CH:11]=[CH:12][C:3]=12. (4) Given the reactants Br[C:2]1[N:3]=[C:4]2[C:10]([CH:11]=[O:12])=[CH:9][N:8]([CH2:13][O:14][CH2:15][CH2:16][Si:17]([CH3:20])([CH3:19])[CH3:18])[C:5]2=[N:6][CH:7]=1.[C:21]1([OH:27])[CH:26]=[CH:25][CH:24]=[CH:23][CH:22]=1.[O-]P([O-])([O-])=O.[K+].[K+].[K+], predict the reaction product. The product is: [O:27]([C:2]1[N:3]=[C:4]2[C:10]([CH:11]=[O:12])=[CH:9][N:8]([CH2:13][O:14][CH2:15][CH2:16][Si:17]([CH3:20])([CH3:19])[CH3:18])[C:5]2=[N:6][CH:7]=1)[C:21]1[CH:26]=[CH:25][CH:24]=[CH:23][CH:22]=1. (5) Given the reactants Br[C:2]1[N:7]=[C:6]([C:8]([NH:10][C:11]2[O:12][C:13]([C:16]3[O:17][CH:18]=[CH:19][CH:20]=3)=[N:14][N:15]=2)=[O:9])[CH:5]=[CH:4][CH:3]=1.[CH2:21]([C:23]1[CH:28]=[CH:27][C:26]([C:29]2[CH:34]=[CH:33][C:32](B(O)O)=[CH:31][CH:30]=2)=[CH:25][CH:24]=1)[CH3:22], predict the reaction product. The product is: [CH2:21]([C:23]1[CH:28]=[CH:27][C:26]([C:29]2[CH:34]=[CH:33][C:32]([C:2]3[N:7]=[C:6]([C:8]([NH:10][C:11]4[O:12][C:13]([C:16]5[O:17][CH:18]=[CH:19][CH:20]=5)=[N:14][N:15]=4)=[O:9])[CH:5]=[CH:4][CH:3]=3)=[CH:31][CH:30]=2)=[CH:25][CH:24]=1)[CH3:22].